From a dataset of Full USPTO retrosynthesis dataset with 1.9M reactions from patents (1976-2016). Predict the reactants needed to synthesize the given product. (1) Given the product [CH3:10][C:8]1([CH3:11])[CH2:7][N:6]([S:12]([C:15]2[CH:20]=[CH:19][CH:18]=[CH:17][N:16]=2)(=[O:14])=[O:13])[CH2:5][C:4](=[O:21])[CH:3]([NH:2][C:28]([C@@H:23]([NH:22][C:31]([C:65]2[O:66][C:47]3[CH:52]=[CH:51][CH:50]=[CH:49][C:48]=3[CH:64]=2)=[O:33])[CH2:24][CH:25]([CH3:26])[CH3:27])=[O:30])[CH2:9]1, predict the reactants needed to synthesize it. The reactants are: Cl.[NH2:2][CH:3]1[CH2:9][C:8]([CH3:11])([CH3:10])[CH2:7][N:6]([S:12]([C:15]2[CH:20]=[CH:19][CH:18]=[CH:17][N:16]=2)(=[O:14])=[O:13])[CH2:5][CH:4]1[OH:21].[NH:22]([C:31]([O:33]C(C)(C)C)=O)[C@H:23]([C:28]([OH:30])=O)[CH2:24][CH:25]([CH3:27])[CH3:26].CN(C(ON1N=N[C:48]2[CH:49]=[CH:50][CH:51]=[CH:52][C:47]1=2)=[N+](C)C)C.F[P-](F)(F)(F)(F)F.CN1CC[O:66][CH2:65][CH2:64]1. (2) Given the product [Br:10][C:11]1[C:12](=[O:19])[S:13]/[C:14](=[CH:16]\[Br:17])/[CH:15]=1, predict the reactants needed to synthesize it. The reactants are: BrC(Br)=C1SC(=O)C=C1.[Br:10][C:11]1[C:12](=[O:19])[S:13][C:14](=[C:16](Br)[Br:17])[CH:15]=1.BrBr.Br/C=C1/C=CC(=O)S/1. (3) Given the product [Cl:7][CH2:8][CH2:9][NH:10][C:11]([NH:4][CH2:3][C:2]([F:6])([F:5])[F:1])=[O:12], predict the reactants needed to synthesize it. The reactants are: [F:1][C:2]([F:6])([F:5])[CH2:3][NH2:4].[Cl:7][CH2:8][CH2:9][N:10]=[C:11]=[O:12].